Predict the reactants needed to synthesize the given product. From a dataset of Full USPTO retrosynthesis dataset with 1.9M reactions from patents (1976-2016). (1) The reactants are: [NH2:1][C:2]1[N:3]=[C:4]([S:10][CH3:11])[S:5][C:6]=1[C:7]([NH2:9])=[O:8].[CH:12](O)=O. Given the product [CH3:11][S:10][C:4]1[S:5][C:6]2[C:7](=[O:8])[N:9]=[CH:12][NH:1][C:2]=2[N:3]=1, predict the reactants needed to synthesize it. (2) Given the product [BrH:26].[OH:1][CH2:2][CH2:3][N:4]=[C:5]1[S:6][N:15]([C:16]2[C:25]3[C:20](=[CH:21][CH:22]=[CH:23][CH:24]=3)[CH:19]=[CH:18][CH:17]=2)[C:8]([C:9]2[CH:14]=[CH:13][CH:12]=[CH:11][CH:10]=2)=[N:7]1, predict the reactants needed to synthesize it. The reactants are: [OH:1][CH2:2][CH2:3][NH:4][C:5]([NH:7][C:8](=[N:15][C:16]1[C:25]2[C:20](=[CH:21][CH:22]=[CH:23][CH:24]=2)[CH:19]=[CH:18][CH:17]=1)[C:9]1[CH:14]=[CH:13][CH:12]=[CH:11][CH:10]=1)=[S:6].[Br:26]Br. (3) Given the product [C:1]([C:5]1[N:9]=[C:8]([N:10]2[CH2:11][CH2:12][CH:13]([N:16]([CH:17]3[CH2:19][CH2:18]3)[C:29](=[O:30])[C:28]3[CH:32]=[CH:33][C:25]([C:24]4[O:20][CH:21]=[N:22][CH:23]=4)=[N:26][CH:27]=3)[CH2:14][CH2:15]2)[O:7][N:6]=1)([CH3:4])([CH3:2])[CH3:3], predict the reactants needed to synthesize it. The reactants are: [C:1]([C:5]1[N:9]=[C:8]([N:10]2[CH2:15][CH2:14][CH:13]([NH:16][CH:17]3[CH2:19][CH2:18]3)[CH2:12][CH2:11]2)[O:7][N:6]=1)([CH3:4])([CH3:3])[CH3:2].[O:20]1[C:24]([C:25]2[CH:33]=[CH:32][C:28]([C:29](O)=[O:30])=[CH:27][N:26]=2)=[CH:23][N:22]=[CH:21]1.